From a dataset of Forward reaction prediction with 1.9M reactions from USPTO patents (1976-2016). Predict the product of the given reaction. Given the reactants [O:1]1[CH2:6][CH2:5][CH:4]([C@H:7]2[CH2:19][C:18]3[C:17]4[C:12](=[CH:13][CH:14]=[C:15]([C:20]([O:22][CH3:23])=[O:21])[CH:16]=4)[NH:11][C:10]=3[CH2:9][CH2:8]2)[CH2:3][CH2:2]1.[H-].[Na+].[CH2:26]([S:28](Cl)(=[O:30])=[O:29])[CH3:27], predict the reaction product. The product is: [CH2:26]([S:28]([N:11]1[C:10]2[CH2:9][CH2:8][C@@H:7]([CH:4]3[CH2:3][CH2:2][O:1][CH2:6][CH2:5]3)[CH2:19][C:18]=2[C:17]2[C:12]1=[CH:13][CH:14]=[C:15]([C:20]([O:22][CH3:23])=[O:21])[CH:16]=2)(=[O:30])=[O:29])[CH3:27].